From a dataset of Full USPTO retrosynthesis dataset with 1.9M reactions from patents (1976-2016). Predict the reactants needed to synthesize the given product. (1) Given the product [C:10]1([CH3:20])[CH:11]=[CH:12][C:13]([S:16]([OH:19])(=[O:17])=[O:18])=[CH:14][CH:15]=1.[CH2:20]([O:9][C:7](=[O:8])[C@H:2]([CH2:3][CH2:4][CH3:5])[NH2:1])[C:10]1[CH:15]=[CH:14][CH:13]=[CH:12][CH:11]=1, predict the reactants needed to synthesize it. The reactants are: [NH:1]1[C:5](=O)[CH2:4][CH2:3][C@H:2]1[C:7]([OH:9])=[O:8].[C:10]1([CH3:20])[CH:15]=[CH:14][C:13]([S:16]([OH:19])(=[O:18])=[O:17])=[CH:12][CH:11]=1.O.CCOCC. (2) Given the product [CH:1]1([N:7]2[CH2:11][CH2:10][CH:9]([CH2:15][C:16]3[CH:21]=[CH:20][CH:19]=[CH:18][C:17]=3[N+:22]([O-:24])=[O:23])[C:8]2=[O:25])[CH2:2][CH2:3][CH2:4][CH2:5][CH2:6]1, predict the reactants needed to synthesize it. The reactants are: [CH:1]1([N:7]2[CH2:11][CH2:10][C:9]([CH2:15][C:16]3[CH:21]=[CH:20][CH:19]=[CH:18][C:17]=3[N+:22]([O-:24])=[O:23])(C(O)=O)[C:8]2=[O:25])[CH2:6][CH2:5][CH2:4][CH2:3][CH2:2]1. (3) The reactants are: [OH:1][N:2]=[C:3]([C:5]1[C:9]([NH:10][CH2:11][CH2:12][NH:13][S:14]([CH3:17])(=[O:16])=[O:15])=[N:8][O:7][N:6]=1)[NH2:4].[F:18][C:19]([F:29])([F:28])[C:20]1[CH:21]=[C:22]([CH:24]=[CH:25][C:26]=1[F:27])N. Given the product [F:27][C:26]1[CH:25]=[CH:24][C:22]([NH:4][C:3]([C:5]2[C:9]([NH:10][CH2:11][CH2:12][NH:13][S:14]([CH3:17])(=[O:16])=[O:15])=[N:8][O:7][N:6]=2)=[N:2][OH:1])=[CH:21][C:20]=1[C:19]([F:18])([F:28])[F:29], predict the reactants needed to synthesize it.